Dataset: Catalyst prediction with 721,799 reactions and 888 catalyst types from USPTO. Task: Predict which catalyst facilitates the given reaction. (1) Reactant: [NH2:1][C:2]1[CH:3]=[CH:4][CH:5]=[C:6]2[C:11]=1[CH2:10][C:9](=[O:12])[CH2:8][CH2:7]2.[CH2:13](Br)[C:14]1[CH:19]=[CH:18][CH:17]=[CH:16][CH:15]=1.C(=O)([O-])[O-].[K+].[K+]. Product: [CH2:13]([NH:1][C:2]1[CH:3]=[CH:4][CH:5]=[C:6]2[C:11]=1[CH2:10][C:9](=[O:12])[CH2:8][CH2:7]2)[C:14]1[CH:19]=[CH:18][CH:17]=[CH:16][CH:15]=1. The catalyst class is: 21. (2) Reactant: S(C)C.[CH2:4]([Mg]Br)[CH:5]=[CH2:6].CN(P(N(C)C)(N(C)C)=O)C.[CH2:20]=[C:21]1[C:26](=[O:27])[CH:25]2[CH2:28][CH2:29][N:22]1[CH2:23][CH2:24]2.[Si](Cl)(C)(C)C. Product: [CH2:20]([CH:21]1[C:26](=[O:27])[CH:25]2[CH2:28][CH2:29][N:22]1[CH2:23][CH2:24]2)[CH2:6][CH:5]=[CH2:4]. The catalyst class is: 356. (3) Reactant: [N:1]1[CH:6]=[CH:5][CH:4]=[CH:3][C:2]=1[C:7]([NH:9][C:10]1[C:11]([C:21]([OH:23])=O)=[N:12][N:13]([CH:15]2[CH2:20][CH2:19][CH2:18][CH2:17][O:16]2)[CH:14]=1)=[O:8].[OH:24][CH2:25][CH2:26][CH2:27][NH2:28].CCN=C=NCCCN(C)C.C1C=CC2N(O)N=NC=2C=1.C(=O)([O-])O.[Na+]. Product: [OH:24][CH2:25][CH2:26][CH2:27][NH:28][C:21]([C:11]1[C:10]([NH:9][C:7]([C:2]2[CH:3]=[CH:4][CH:5]=[CH:6][N:1]=2)=[O:8])=[CH:14][N:13]([CH:15]2[CH2:20][CH2:19][CH2:18][CH2:17][O:16]2)[N:12]=1)=[O:23]. The catalyst class is: 3. (4) Reactant: [CH2:1]([N:4]([CH2:25][CH2:26][CH3:27])[C:5]1[NH:6][C:7](=[O:24])[C:8]2[C:13]([C:14]3[C:19]([CH3:20])=[CH:18][C:17]([CH3:21])=[CH:16][C:15]=3[CH3:22])=[CH:12][N:11]([CH3:23])[C:9]=2[N:10]=1)[CH2:2][CH3:3].CN(C)C=O.[H-].[Na+].[CH2:35](Cl)[C:36]1[CH:41]=[CH:40][CH:39]=[CH:38][CH:37]=1. Product: [CH2:35]([N:6]1[C:7](=[O:24])[C:8]2[C:13]([C:14]3[C:19]([CH3:20])=[CH:18][C:17]([CH3:21])=[CH:16][C:15]=3[CH3:22])=[CH:12][N:11]([CH3:23])[C:9]=2[N:10]=[C:5]1[N:4]([CH2:1][CH2:2][CH3:3])[CH2:25][CH2:26][CH3:27])[C:36]1[CH:41]=[CH:40][CH:39]=[CH:38][CH:37]=1. The catalyst class is: 6. (5) Reactant: Cl[C:2]1[N:7]=[CH:6][C:5]([C:8](=[O:13])[CH2:9][CH:10]([CH3:12])[CH3:11])=[CH:4][CH:3]=1.[F:14][C:15]([F:22])([F:21])[C:16]1[CH:17]=[N:18][NH:19][CH:20]=1.C(=O)([O-])[O-].[K+].[K+]. Product: [CH3:11][CH:10]([CH3:12])[CH2:9][C:8]([C:5]1[CH:6]=[N:7][C:2]([N:18]2[CH:17]=[C:16]([C:15]([F:22])([F:21])[F:14])[CH:20]=[N:19]2)=[CH:3][CH:4]=1)=[O:13]. The catalyst class is: 163. (6) Reactant: [CH2:1]([NH:3][CH2:4][CH2:5][OH:6])[CH3:2].[CH3:7][N:8]1[C:20]2[CH2:19][CH2:18][CH:17]([CH:21]3[CH2:26][CH2:25][O:24][CH2:23][CH2:22]3)[CH2:16][C:15]=2[C:14]2[C:9]1=[CH:10][CH:11]=[C:12]([C:27](O)=[O:28])[CH:13]=2.CCN(C(C)C)C(C)C.CN(C(ON1N=NC2C=CC=NC1=2)=[N+](C)C)C.F[P-](F)(F)(F)(F)F. Product: [CH2:1]([N:3]([CH2:4][CH2:5][OH:6])[C:27]([C:12]1[CH:13]=[C:14]2[C:9](=[CH:10][CH:11]=1)[N:8]([CH3:7])[C:20]1[CH2:19][CH2:18][CH:17]([CH:21]3[CH2:26][CH2:25][O:24][CH2:23][CH2:22]3)[CH2:16][C:15]2=1)=[O:28])[CH3:2]. The catalyst class is: 3. (7) Reactant: [CH:1]1([C:4](Cl)=[O:5])[CH2:3][CH2:2]1.[NH2:7][CH2:8][CH:9]1[CH2:12][N:11](C(OC(C)(C)C)=O)[CH2:10]1.C(N(CC)CC)C.[C:27]([OH:33])([C:29]([F:32])([F:31])[F:30])=[O:28]. Product: [NH:11]1[CH2:12][CH:9]([CH2:8][NH:7][C:4]([CH:1]2[CH2:3][CH2:2]2)=[O:5])[CH2:10]1.[C:27]([OH:33])([C:29]([F:32])([F:31])[F:30])=[O:28]. The catalyst class is: 2. (8) Reactant: [F:1][C:2]1[CH:7]=[C:6]([C:8]2[C:9]3[C:10]4[CH:24]=[CH:23][S:22][C:11]=4[C:12](=[O:21])[NH:13][C:14]=3[C:15]([CH3:20])=[CH:16][C:17]=2[O:18][CH3:19])[CH:5]=[CH:4][C:3]=1[CH:25]([CH3:35])[CH2:26][NH:27]C(=O)OC(C)(C)C.[ClH:36]. Product: [ClH:36].[NH2:27][CH2:26][CH:25]([C:3]1[CH:4]=[CH:5][C:6]([C:8]2[C:9]3[C:10]4[CH:24]=[CH:23][S:22][C:11]=4[C:12](=[O:21])[NH:13][C:14]=3[C:15]([CH3:20])=[CH:16][C:17]=2[O:18][CH3:19])=[CH:7][C:2]=1[F:1])[CH3:35]. The catalyst class is: 28. (9) Reactant: C([O:3][C:4]([C:6]1[N:7]([S:21]([C:24]2[CH:29]=[CH:28][C:27]([CH3:30])=[CH:26][CH:25]=2)(=[O:23])=[O:22])[C:8]2[C:13]([C:14]=1[C:15]1[CH:20]=[CH:19][CH:18]=[CH:17][CH:16]=1)=[CH:12][CH:11]=[CH:10][CH:9]=2)=O)C.CC(C[AlH]CC(C)C)C. Product: [C:15]1([C:14]2[C:13]3[C:8](=[CH:9][CH:10]=[CH:11][CH:12]=3)[N:7]([S:21]([C:24]3[CH:25]=[CH:26][C:27]([CH3:30])=[CH:28][CH:29]=3)(=[O:22])=[O:23])[C:6]=2[CH2:4][OH:3])[CH:16]=[CH:17][CH:18]=[CH:19][CH:20]=1. The catalyst class is: 11.